From a dataset of Forward reaction prediction with 1.9M reactions from USPTO patents (1976-2016). Predict the product of the given reaction. (1) The product is: [C:24]([C:26]1([C:29]([NH:10][NH:9][C:7](=[O:8])[C:6]2[CH:11]=[CH:12][C:3]([O:2][CH3:1])=[C:4]([CH2:13][CH2:14][CH2:15][CH2:16][CH2:17][CH2:18][CH2:19][CH2:20][CH2:21][CH2:22][CH3:23])[CH:5]=2)=[O:30])[CH2:28][CH2:27]1)#[N:25]. Given the reactants [CH3:1][O:2][C:3]1[CH:12]=[CH:11][C:6]([C:7]([NH:9][NH2:10])=[O:8])=[CH:5][C:4]=1[CH2:13][CH2:14][CH2:15][CH2:16][CH2:17][CH2:18][CH2:19][CH2:20][CH2:21][CH2:22][CH3:23].[C:24]([C:26]1([C:29](O)=[O:30])[CH2:28][CH2:27]1)#[N:25], predict the reaction product. (2) Given the reactants C(OC([N:8]1[CH2:13][CH2:12][N:11]([C:14]2[N:15]=[C:16]([NH:28]C(OC(C)(C)C)=O)[C:17]3[N:18]([N:20]=[C:21]([C:23]4[O:24][CH:25]=[CH:26][CH:27]=4)[N:22]=3)[CH:19]=2)[CH2:10][CH2:9]1)=O)(C)(C)C.FC(F)(F)C(O)=O, predict the reaction product. The product is: [O:24]1[CH:25]=[CH:26][CH:27]=[C:23]1[C:21]1[N:22]=[C:17]2[C:16]([NH2:28])=[N:15][C:14]([N:11]3[CH2:12][CH2:13][NH:8][CH2:9][CH2:10]3)=[CH:19][N:18]2[N:20]=1.